Dataset: Reaction yield outcomes from USPTO patents with 853,638 reactions. Task: Predict the reaction yield, written as a fraction of the theoretical maximum amount of product (1.0 means a 100% yield; for example, 0.34 means a 34% yield). (1) The reactants are Br[C:2]1[CH:3]=[CH:4][C:5]2[O:11][CH2:10][CH:9]3[CH2:12][N:13]([C:16]([O:18][C:19]([CH3:22])([CH3:21])[CH3:20])=[O:17])[CH2:14][CH2:15][N:8]3[C:7](=[O:23])[C:6]=2[CH:24]=1.[NH:25]1[CH2:30][CH2:29][O:28][CH2:27][CH2:26]1.CC(C)([O-])C.[Na+].C1(C)C=CC=CC=1. The catalyst is C1C=CC(/C=C/C(/C=C/C2C=CC=CC=2)=O)=CC=1.C1C=CC(/C=C/C(/C=C/C2C=CC=CC=2)=O)=CC=1.C1C=CC(/C=C/C(/C=C/C2C=CC=CC=2)=O)=CC=1.[Pd].[Pd].C1(P(C2CCCCC2)C2C=CC=CC=2C2C(C(C)C)=CC(C(C)C)=CC=2C(C)C)CCCCC1.O. The product is [O:28]1[CH2:29][CH2:30][N:25]([C:2]2[CH:3]=[CH:4][C:5]3[O:11][CH2:10][CH:9]4[CH2:12][N:13]([C:16]([O:18][C:19]([CH3:22])([CH3:21])[CH3:20])=[O:17])[CH2:14][CH2:15][N:8]4[C:7](=[O:23])[C:6]=3[CH:24]=2)[CH2:26][CH2:27]1. The yield is 0.525. (2) The reactants are [F:1][C:2]1[CH:3]=[C:4]([CH:8]=[CH:9][CH:10]=1)[C:5]([OH:7])=[O:6].[N+:11]([O-])([OH:13])=[O:12]. The catalyst is OS(O)(=O)=O. The product is [F:1][C:2]1[CH:10]=[CH:9][C:8]([N+:11]([O-:13])=[O:12])=[C:4]([CH:3]=1)[C:5]([OH:7])=[O:6]. The yield is 0.920. (3) The reactants are [Br:1][C:2]1[C:10]([C:11]2[CH:12]=[CH:13][C:14]([NH2:17])=[N:15][CH:16]=2)=[CH:9][C:5]2[O:6][CH2:7][CH2:8][C:4]=2[CH:3]=1.[F:18][C:19]1[CH:27]=[CH:26][CH:25]=[C:24]([F:28])[C:20]=1[C:21](Cl)=[O:22].CCN(C(C)C)C(C)C.C([O-])(O)=O.[Na+].C(Cl)Cl. The catalyst is C(Cl)Cl. The product is [F:18][C:19]1[CH:27]=[CH:26][CH:25]=[C:24]([F:28])[C:20]=1[C:21]([NH:17][C:14]1[CH:13]=[CH:12][C:11]([C:10]2[C:2]([Br:1])=[CH:3][C:4]3[CH2:8][CH2:7][O:6][C:5]=3[CH:9]=2)=[CH:16][N:15]=1)=[O:22]. The yield is 0.816. (4) The reactants are [CH3:1][C:2]1[C:7]([O:8][C:9]2[C:10]([NH:19][C:20]3[S:24][N:23]=[C:22]([CH:25]4[CH2:31][CH:30]5[N:32](C(OCC)=O)[CH:27]([CH2:28][CH2:29]5)[CH2:26]4)[N:21]=3)=[N:11][CH:12]=[C:13]([C:15]([F:18])([F:17])[F:16])[CH:14]=2)=[CH:6][CH:5]=[CH:4][N:3]=1.[OH-].[K+]. The catalyst is CC(O)C.O. The product is [CH:30]12[NH:32][CH:27]([CH2:28][CH2:29]1)[CH2:26][CH:25]([C:22]1[N:21]=[C:20]([NH:19][C:10]3[C:9]([O:8][C:7]4[C:2]([CH3:1])=[N:3][CH:4]=[CH:5][CH:6]=4)=[CH:14][C:13]([C:15]([F:16])([F:17])[F:18])=[CH:12][N:11]=3)[S:24][N:23]=1)[CH2:31]2. The yield is 0.748.